From a dataset of Retrosynthesis with 50K atom-mapped reactions and 10 reaction types from USPTO. Predict the reactants needed to synthesize the given product. (1) The reactants are: CN.Cc1cc(OCc2ccc(F)cc2F)c(Cl)c(=O)n1-c1cc(C(=O)O)ccc1F. Given the product CNC(=O)c1ccc(F)c(-n2c(C)cc(OCc3ccc(F)cc3F)c(Cl)c2=O)c1, predict the reactants needed to synthesize it. (2) The reactants are: CC1(C)OB(B2OC(C)(C)C(C)(C)O2)OC1(C)C.N#Cc1ccc(Oc2ccc(N)cc2Br)cc1. Given the product CC1(C)OB(c2cc(N)ccc2Oc2ccc(C#N)cc2)OC1(C)C, predict the reactants needed to synthesize it. (3) Given the product OCC/C(=C(/c1ccc(OCCOCc2ccccc2)cc1)c1ccc(OCc2ccccc2)cc1)c1ccccc1, predict the reactants needed to synthesize it. The reactants are: BrCCOCc1ccccc1.OCCC(=C(c1ccc(O)cc1)c1ccc(OCc2ccccc2)cc1)c1ccccc1. (4) Given the product Nc1ccn(-c2nccc(I)c2F)n1, predict the reactants needed to synthesize it. The reactants are: Fc1nccc(I)c1F.Nc1cc[nH]n1. (5) Given the product CCCc1cc(C(OCOC)(C(F)(F)F)C(F)(F)F)ccc1Oc1cccc(CBr)c1, predict the reactants needed to synthesize it. The reactants are: BrC(Br)(Br)Br.CCCc1cc(C(OCOC)(C(F)(F)F)C(F)(F)F)ccc1Oc1cccc(CO)c1. (6) Given the product O=c1n(CCCO)c2ccccc2n1C1CCN(C2CCC3CCc4cccc2c43)CC1, predict the reactants needed to synthesize it. The reactants are: O=c1[nH]c2ccccc2n1C1CCN(C2CCC3CCc4cccc2c43)CC1.OCCCBr. (7) Given the product COc1ccc(C[C@H](NC(=O)c2c[nH]c3c(-c4c(OCC5CC5)ccc5c4OCO5)ncnc23)C(=O)N2CCC(N3N=C(c4ccc(OC)c(OC)c4)[C@H]4CCCC[C@H]4C3=O)CC2)cc1OC, predict the reactants needed to synthesize it. The reactants are: COc1ccc(C[C@H](N)C(=O)N2CCC(N3N=C(c4ccc(OC)c(OC)c4)[C@H]4CCCC[C@H]4C3=O)CC2)cc1OC.O=C(O)c1c[nH]c2c(-c3c(OCC4CC4)ccc4c3OCO4)ncnc12.